This data is from Full USPTO retrosynthesis dataset with 1.9M reactions from patents (1976-2016). The task is: Predict the reactants needed to synthesize the given product. (1) Given the product [N:1]1[CH:2]=[CH:3][N:4]2[CH:9]=[CH:8][C:7]([CH:10]=[O:11])=[CH:6][C:5]=12, predict the reactants needed to synthesize it. The reactants are: [N:1]1[CH:2]=[CH:3][N:4]2[CH:9]=[CH:8][C:7]([CH2:10][OH:11])=[CH:6][C:5]=12.CC(OI1(OC(C)=O)(OC(C)=O)OC(=O)C2C1=CC=CC=2)=O.[OH-].[Na+]. (2) Given the product [CH2:1]([N:5]1[C@H:10]([C:11]2[CH:12]=[CH:13][C:14]([Cl:17])=[CH:15][CH:16]=2)[C@@H:9]([C:18]2[CH:23]=[CH:22][CH:21]=[C:20]([Cl:24])[CH:19]=2)[O:8][C@@H:7]([CH2:25][C:26]([OH:28])=[O:27])[C:6]1=[O:33])[CH2:2][CH2:3][CH3:4], predict the reactants needed to synthesize it. The reactants are: [CH2:1]([N:5]1[C@H:10]([C:11]2[CH:16]=[CH:15][C:14]([Cl:17])=[CH:13][CH:12]=2)[C@@H:9]([C:18]2[CH:23]=[CH:22][CH:21]=[C:20]([Cl:24])[CH:19]=2)[O:8][C@@H:7]([CH2:25][C:26]([O:28]C(C)(C)C)=[O:27])[C:6]1=[O:33])[CH2:2][CH2:3][CH3:4].FC(F)(F)C(O)=O. (3) Given the product [Cl:36][C:29]1[CH:30]=[N+:31]([O-:35])[CH:32]=[C:33]([Cl:34])[C:28]=1[CH2:27][C@@H:26]([C:37]1[CH:42]=[CH:41][C:40]([O:43][CH:44]([F:45])[F:46])=[C:39]([O:47][CH2:48][CH:49]2[CH2:51][CH2:50]2)[CH:38]=1)[O:25][C:23](=[O:24])[CH2:22][N:17]1[C:18]2[C:14](=[C:13]([NH:8][S:9]([CH3:12])(=[O:11])=[O:10])[CH:21]=[CH:20][CH:19]=2)[CH:15]=[CH:16]1, predict the reactants needed to synthesize it. The reactants are: C(OC([N:8]([C:13]1[CH:21]=[CH:20][CH:19]=[C:18]2[C:14]=1[CH:15]=[CH:16][N:17]2[CH2:22][C:23]([O:25][C@H:26]([C:37]1[CH:42]=[CH:41][C:40]([O:43][CH:44]([F:46])[F:45])=[C:39]([O:47][CH2:48][CH:49]2[CH2:51][CH2:50]2)[CH:38]=1)[CH2:27][C:28]1[C:33]([Cl:34])=[CH:32][N+:31]([O-:35])=[CH:30][C:29]=1[Cl:36])=[O:24])[S:9]([CH3:12])(=[O:11])=[O:10])=O)(C)(C)C.O1CCOCC1. (4) Given the product [OH:1][C:2]1[CH:7]=[CH:6][C:5]([C:8]2[NH:16][C:11]3=[N:12][CH:13]=[CH:14][N:15]=[C:10]3[C:9]=2[CH2:17][CH2:18][C:19]([O:21][CH2:22][CH3:23])=[O:20])=[CH:4][CH:3]=1, predict the reactants needed to synthesize it. The reactants are: [OH:1][C:2]1[CH:7]=[CH:6][C:5]([C:8]2[NH:16][C:11]3=[N:12][CH:13]=[CH:14][N:15]=[C:10]3[C:9]=2[CH2:17][CH2:18][C:19]([OH:21])=[O:20])=[CH:4][CH:3]=1.[CH2:22](O)[CH3:23]. (5) Given the product [I:22][C:19]1[CH:20]=[CH:21][C:16]([S:10][C@H:8]2[CH2:7][C@H:6]([N:5]3[CH2:1][CH2:2][CH2:3][CH2:12][CH2:11]3)[CH2:9]2)=[CH:17][CH:18]=1, predict the reactants needed to synthesize it. The reactants are: [CH2:1]([N:5]([CH2:11][CH3:12])[C@H:6]1[CH2:9][C@H:8]([SH:10])[CH2:7]1)[CH2:2][CH2:3]C.[H-].[Na+].F[C:16]1[CH:21]=[CH:20][C:19]([I:22])=[CH:18][CH:17]=1.O. (6) Given the product [CH:28]1([CH2:27][N:13]([CH:10]2[CH2:11][CH:12]=[C:8]([C:7]3[N:3]([CH2:1][CH3:2])[CH:4]=[N:5][CH:6]=3)[CH2:9]2)[C:14]2[CH:21]=[CH:20][C:17]([C:18]#[N:19])=[C:16]([C:22]([F:25])([F:23])[F:24])[CH:15]=2)[CH2:30][CH2:29]1, predict the reactants needed to synthesize it. The reactants are: [CH2:1]([N:3]1[C:7]([C:8]2[CH2:9][CH:10]([NH:13][C:14]3[CH:21]=[CH:20][C:17]([C:18]#[N:19])=[C:16]([C:22]([F:25])([F:24])[F:23])[CH:15]=3)[CH2:11][CH:12]=2)=[CH:6][N:5]=[CH:4]1)[CH3:2].Br[CH2:27][CH:28]1[CH2:30][CH2:29]1. (7) Given the product [CH:30]1([N:23]2[C:24]3[C:29](=[CH:28][CH:27]=[CH:26][CH:25]=3)[N:20]([C:18]([C:13]3[CH:14]=[N:15][CH:16]=[CH:17][C:12]=3[O:11][C:7]3[CH:6]=[C:5]([Cl:33])[C:4]([CH2:3][OH:2])=[CH:9][C:8]=3[Cl:10])=[O:19])[CH2:21][CH2:22]2)[CH2:31][CH2:32]1, predict the reactants needed to synthesize it. The reactants are: C[O:2][C:3](=O)[C:4]1[CH:9]=[C:8]([Cl:10])[C:7]([O:11][C:12]2[CH:17]=[CH:16][N:15]=[CH:14][C:13]=2[C:18]([N:20]2[C:29]3[C:24](=[CH:25][CH:26]=[CH:27][CH:28]=3)[N:23]([CH:30]3[CH2:32][CH2:31]3)[CH2:22][CH2:21]2)=[O:19])=[CH:6][C:5]=1[Cl:33].[H-].[Al+3].[Li+].[H-].[H-].[H-].C(=O)(O)[O-].[Na+].